From a dataset of Catalyst prediction with 721,799 reactions and 888 catalyst types from USPTO. Predict which catalyst facilitates the given reaction. (1) The catalyst class is: 4. Reactant: Cl[C:2]([O:4][CH3:5])=[O:3].[Cl:6][C:7]1[CH:12]=[CH:11][CH:10]=[CH:9][C:8]=1[C:13]1[N:14]([CH2:30][CH2:31][NH2:32])[C:15]2[C:20]([N:21]=1)=[C:19]([N:22]1[CH2:27][CH2:26][N:25]([CH3:28])[CH2:24][CH2:23]1)[N:18]=[C:17]([CH3:29])[N:16]=2.N1C=CC=CC=1. Product: [Cl:6][C:7]1[CH:12]=[CH:11][CH:10]=[CH:9][C:8]=1[C:13]1[N:14]([CH2:30][CH2:31][NH:32][C:2](=[O:3])[O:4][CH3:5])[C:15]2[C:20]([N:21]=1)=[C:19]([N:22]1[CH2:23][CH2:24][N:25]([CH3:28])[CH2:26][CH2:27]1)[N:18]=[C:17]([CH3:29])[N:16]=2. (2) Reactant: [NH2:1][CH2:2][CH2:3][N:4]1[C:13]2[C:8](=[N:9][CH:10]=[C:11]([CH2:14][C:15]3[CH:20]=[CH:19][C:18]([F:21])=[CH:17][CH:16]=3)[CH:12]=2)[C:7]([OH:22])=[C:6]([C:23]([NH:25][CH2:26][CH2:27][N:28]2[CH2:33][CH2:32][O:31][CH2:30][CH2:29]2)=[O:24])[C:5]1=[O:34].C(N(C(C)C)CC)(C)C.[N:44]1([C:50](Cl)=[O:51])[CH2:49][CH2:48][O:47][CH2:46][CH2:45]1. Product: [F:21][C:18]1[CH:17]=[CH:16][C:15]([CH2:14][C:11]2[CH:12]=[C:13]3[C:8]([C:7]([OH:22])=[C:6]([C:23]([NH:25][CH2:26][CH2:27][N:28]4[CH2:29][CH2:30][O:31][CH2:32][CH2:33]4)=[O:24])[C:5](=[O:34])[N:4]3[CH2:3][CH2:2][NH:1][C:50]([N:44]3[CH2:49][CH2:48][O:47][CH2:46][CH2:45]3)=[O:51])=[N:9][CH:10]=2)=[CH:20][CH:19]=1. The catalyst class is: 3. (3) Reactant: BrN1C(=O)CCC1=O.C(O/[CH:14]=[CH:15]/[C:16]1[C:21]([Cl:22])=[CH:20][N:19]=[C:18]([Cl:23])[N:17]=1)CCC.[NH2:24][C:25]1[CH:30]=[CH:29][CH:28]=[CH:27][N:26]=1. Product: [Cl:23][C:18]1[N:17]=[C:16]([C:15]2[N:26]3[CH:27]=[CH:28][CH:29]=[CH:30][C:25]3=[N:24][CH:14]=2)[C:21]([Cl:22])=[CH:20][N:19]=1. The catalyst class is: 38.